This data is from Full USPTO retrosynthesis dataset with 1.9M reactions from patents (1976-2016). The task is: Predict the reactants needed to synthesize the given product. (1) The reactants are: Br[C:2]1[CH:9]=[C:8]([F:10])[CH:7]=[C:6](Br)[C:3]=1[CH:4]=[O:5].[CH:12]1([C:15]2[CH:26]=[C:25]([F:27])[C:18]3[C:19](=[O:24])[NH:20][CH2:21][CH2:22][O:23][C:17]=3[CH:16]=2)[CH2:14][CH2:13]1.CC1(C)C(C)(C)OB(B2OC(C)(C)C(C)(C)O2)O1.Cl[C:47]1[CH:52]=[CH:51][N:50]=[C:49]([NH2:53])[C:48]=1[N+:54]([O-])=O.[CH3:57][N:58]1[CH:62]=[C:61]([CH:63]=O)[CH:60]=[N:59]1. Given the product [CH:12]1([C:15]2[CH:26]=[C:25]([F:27])[C:18]3[C:19](=[O:24])[N:20]([C:2]4[CH:9]=[C:8]([F:10])[CH:7]=[C:6]([C:47]5[CH:52]=[CH:51][N:50]=[C:49]6[NH:53][C:63]([C:61]7[CH:60]=[N:59][N:58]([CH3:57])[CH:62]=7)=[N:54][C:48]=56)[C:3]=4[CH2:4][OH:5])[CH2:21][CH2:22][O:23][C:17]=3[CH:16]=2)[CH2:14][CH2:13]1, predict the reactants needed to synthesize it. (2) Given the product [N+:11]([C:9]1[CH:8]=[C:7]([OH:10])[CH:6]=[CH:5][C:4]=1[CH2:3][CH2:2][NH2:1])([O-:13])=[O:12], predict the reactants needed to synthesize it. The reactants are: [NH2:1][CH2:2][CH2:3][C:4]1[CH:9]=[CH:8][C:7]([OH:10])=[CH:6][CH:5]=1.[N+:11]([O-])([OH:13])=[O:12].FC(F)(F)C(O)=O.